Dataset: Peptide-MHC class II binding affinity with 134,281 pairs from IEDB. Task: Regression. Given a peptide amino acid sequence and an MHC pseudo amino acid sequence, predict their binding affinity value. This is MHC class II binding data. (1) The peptide sequence is ASIIRLVGAVLAEQH. The MHC is DRB1_1201 with pseudo-sequence DRB1_1201. The binding affinity (normalized) is 0.408. (2) The peptide sequence is EMPSEEGYQDYEPEA. The MHC is HLA-DQA10501-DQB10301 with pseudo-sequence HLA-DQA10501-DQB10301. The binding affinity (normalized) is 0. (3) The peptide sequence is IQDLEKYVEDTKIDL. The MHC is DRB1_1501 with pseudo-sequence DRB1_1501. The binding affinity (normalized) is 0.150. (4) The binding affinity (normalized) is 0.403. The peptide sequence is EKKYFAATQREPLAA. The MHC is HLA-DPA10301-DPB10402 with pseudo-sequence HLA-DPA10301-DPB10402. (5) The peptide sequence is EKIQKAFDDIAKYFSK. The MHC is HLA-DPA10201-DPB11401 with pseudo-sequence HLA-DPA10201-DPB11401. The binding affinity (normalized) is 0.496. (6) The peptide sequence is AYDTYKSIPSLEAAV. The MHC is DRB1_1302 with pseudo-sequence DRB1_1302. The binding affinity (normalized) is 0.303.